From a dataset of Forward reaction prediction with 1.9M reactions from USPTO patents (1976-2016). Predict the product of the given reaction. (1) Given the reactants [NH2:1][C@@H:2]([C:7]1[CH:12]=[CH:11][C:10]([F:13])=[CH:9][CH:8]=1)C(OC)=O.[CH3:14][Mg]Br.C([O:19][CH2:20][CH3:21])C, predict the reaction product. The product is: [NH2:1][C@@H:2]([C:7]1[CH:12]=[CH:11][C:10]([F:13])=[CH:9][CH:8]=1)[C:20]([CH3:21])([OH:19])[CH3:14]. (2) The product is: [F:22][C:18]1[CH:17]=[C:16]([C:4]2[CH:3]=[C:2]([NH:24][CH3:23])[C:11]3[C:6](=[CH:7][CH:8]=[C:9]4[N:14]([CH3:15])[CH:13]=[N:12][C:10]4=3)[N:5]=2)[CH:21]=[CH:20][CH:19]=1. Given the reactants Cl[C:2]1[C:11]2[C:6](=[CH:7][CH:8]=[C:9]3[N:14]([CH3:15])[CH:13]=[N:12][C:10]3=2)[N:5]=[C:4]([C:16]2[CH:21]=[CH:20][CH:19]=[C:18]([F:22])[CH:17]=2)[CH:3]=1.[CH3:23][NH2:24], predict the reaction product.